From a dataset of Peptide-MHC class II binding affinity with 134,281 pairs from IEDB. Regression. Given a peptide amino acid sequence and an MHC pseudo amino acid sequence, predict their binding affinity value. This is MHC class II binding data. The peptide sequence is FVVFLVAAALGGLAA. The MHC is HLA-DQA10102-DQB10602 with pseudo-sequence HLA-DQA10102-DQB10602. The binding affinity (normalized) is 0.552.